This data is from Full USPTO retrosynthesis dataset with 1.9M reactions from patents (1976-2016). The task is: Predict the reactants needed to synthesize the given product. (1) Given the product [CH3:20][C:15]1([CH3:21])[C:16]([CH3:19])([CH3:18])[O:17][B:13]([C:2]2[CH:7]=[CH:6][C:5]([C@H:8]3[CH2:11][C@H:10]([OH:12])[CH2:9]3)=[CH:4][CH:3]=2)[O:14]1, predict the reactants needed to synthesize it. The reactants are: Br[C:2]1[CH:7]=[CH:6][C:5]([C@H:8]2[CH2:11][C@H:10]([OH:12])[CH2:9]2)=[CH:4][CH:3]=1.[B:13]1([B:13]2[O:17][C:16]([CH3:19])([CH3:18])[C:15]([CH3:21])([CH3:20])[O:14]2)[O:17][C:16]([CH3:19])([CH3:18])[C:15]([CH3:21])([CH3:20])[O:14]1.C([O-])(=O)C.[K+]. (2) Given the product [Br:9][C:10]1[CH:11]=[C:12]([C:15]([O:17][CH2:18][CH3:19])=[O:16])[N:13]([CH2:21][C:22]2[CH:27]=[C:26]([Cl:28])[CH:25]=[CH:24][C:23]=2[N+:29]([O-:31])=[O:30])[CH:14]=1, predict the reactants needed to synthesize it. The reactants are: [H-].[Na+].CCCC(C)C.[Br:9][C:10]1[CH:11]=[C:12]([C:15]([O:17][CH2:18][CH3:19])=[O:16])[NH:13][CH:14]=1.Br[CH2:21][C:22]1[CH:27]=[C:26]([Cl:28])[CH:25]=[CH:24][C:23]=1[N+:29]([O-:31])=[O:30]. (3) Given the product [NH:16]1[C:24]2[C:19](=[CH:20][CH:21]=[CH:22][CH:23]=2)[C:18]([CH2:25][NH:15][CH2:14][CH2:13][CH2:12][NH:11][C:2]2[CH:3]=[CH:4][C:5]3[C:10](=[CH:9][CH:8]=[CH:7][CH:6]=3)[N:1]=2)=[CH:17]1, predict the reactants needed to synthesize it. The reactants are: [N:1]1[C:10]2[C:5](=[CH:6][CH:7]=[CH:8][CH:9]=2)[CH:4]=[CH:3][C:2]=1[NH:11][CH2:12][CH2:13][CH2:14][NH2:15].[NH:16]1[C:24]2[C:19](=[CH:20][CH:21]=[CH:22][CH:23]=2)[C:18]([CH:25]=O)=[CH:17]1. (4) Given the product [C:17]([O:20][CH2:21][C:22]1[C:23]([N:31]2[CH2:42][CH2:41][N:40]3[C:33](=[CH:34][C:35]4[CH2:36][C:37]([CH3:44])([CH3:43])[CH2:38][C:39]=43)[C:32]2=[O:45])=[N:24][CH:25]=[CH:26][C:27]=1[C:2]1[CH:3]=[C:4]([NH:10][C:11]2[S:12][C:13]([CH3:16])=[N:14][N:15]=2)[C:5](=[O:9])[N:6]([CH3:8])[CH:7]=1)(=[O:19])[CH3:18], predict the reactants needed to synthesize it. The reactants are: Br[C:2]1[CH:3]=[C:4]([NH:10][C:11]2[S:12][C:13]([CH3:16])=[N:14][N:15]=2)[C:5](=[O:9])[N:6]([CH3:8])[CH:7]=1.[C:17]([O:20][CH2:21][C:22]1[C:23]([N:31]2[CH2:42][CH2:41][N:40]3[C:33](=[CH:34][C:35]4[CH2:36][C:37]([CH3:44])([CH3:43])[CH2:38][C:39]=43)[C:32]2=[O:45])=[N:24][CH:25]=[CH:26][C:27]=1B(O)O)(=[O:19])[CH3:18].[O-]P([O-])([O-])=O.[K+].[K+].[K+].C([O-])(=O)C.[Na+]. (5) Given the product [CH3:10][O:9][C:7]1[CH:6]=[C:5]([C:11]2[C:16]([C:17]3[CH:18]=[CH:19][C:20]([F:23])=[CH:21][CH:22]=3)=[C:15]([CH3:24])[N:34]=[CH:13][C:12]=2[C:25](=[O:26])[CH3:30])[CH:4]=[C:3]([O:2][CH3:1])[CH:8]=1, predict the reactants needed to synthesize it. The reactants are: [CH3:1][O:2][C:3]1[CH:4]=[C:5]([C:11]2[C:16]([C:17]3[CH:22]=[CH:21][C:20]([F:23])=[CH:19][CH:18]=3)=[C:15]([CH3:24])N=[CH:13][C:12]=2[C:25](OCC)=[O:26])[CH:6]=[C:7]([O:9][CH3:10])[CH:8]=1.[CH3:30][Mg]I.[Cl-].[NH4+:34]. (6) Given the product [Si:3]([O:10][CH2:11][C:12]1[N:13]=[C:14]([C:17]2([O:23][CH3:26])[CH2:18][CH2:19][O:20][CH2:21][CH2:22]2)[S:15][CH:16]=1)([C:6]([CH3:9])([CH3:7])[CH3:8])([CH3:4])[CH3:5], predict the reactants needed to synthesize it. The reactants are: [H-].[Na+].[Si:3]([O:10][CH2:11][C:12]1[N:13]=[C:14]([C:17]2([OH:23])[CH2:22][CH2:21][O:20][CH2:19][CH2:18]2)[S:15][CH:16]=1)([C:6]([CH3:9])([CH3:8])[CH3:7])([CH3:5])[CH3:4].IC.[CH3:26]COC(C)=O.CCCCCC. (7) Given the product [N:35]1([CH2:16][CH2:15][CH2:14][C:12]2[N:11]=[C:10]([N:19]3[CH2:23][CH2:22][CH2:21][CH:20]3[C:24]3[O:28][N:27]=[C:26]([C:29]4[CH:34]=[CH:33][CH:32]=[CH:31][N:30]=4)[CH:25]=3)[N:9]=[C:8]([NH:7][C:4]3[CH:3]=[C:2]([CH3:1])[NH:6][N:5]=3)[CH:13]=2)[CH2:39][CH2:38][CH2:37][CH2:36]1, predict the reactants needed to synthesize it. The reactants are: [CH3:1][C:2]1[NH:6][N:5]=[C:4]([NH:7][C:8]2[CH:13]=[C:12]([CH2:14][CH2:15][CH:16]=CC)[N:11]=[C:10]([N:19]3[CH2:23][CH2:22][CH2:21][CH:20]3[C:24]3[O:28][N:27]=[C:26]([C:29]4[CH:34]=[CH:33][CH:32]=[CH:31][N:30]=4)[CH:25]=3)[N:9]=2)[CH:3]=1.[NH:35]1[CH2:39][CH2:38][CH2:37][CH2:36]1.